This data is from Catalyst prediction with 721,799 reactions and 888 catalyst types from USPTO. The task is: Predict which catalyst facilitates the given reaction. (1) Product: [Cl:1][C:2]1[CH:3]=[C:4]([CH:8]=[CH:9][C:10]=1[S:11]([N:14]1[CH2:18][CH2:17][CH2:16][CH2:15]1)(=[O:13])=[O:12])[C:5]([NH:61][C@H:59]([C:57]1[NH:56][C:55]2[CH:62]=[C:51]([Cl:50])[CH:52]=[CH:53][C:54]=2[N:58]=1)[CH3:60])=[O:7]. The catalyst class is: 42. Reactant: [Cl:1][C:2]1[CH:3]=[C:4]([CH:8]=[CH:9][C:10]=1[S:11]([N:14]1[CH2:18][CH2:17][CH2:16][CH2:15]1)(=[O:13])=[O:12])[C:5]([OH:7])=O.CN(C(ON1N=NC2C=CC=CC1=2)=[N+](C)C)C.[B-](F)(F)(F)F.C(N(C(C)C)CC)(C)C.[Cl:50][C:51]1[CH:52]=[CH:53][C:54]2[N:58]=[C:57]([C@@H:59]([NH2:61])[CH3:60])[NH:56][C:55]=2[CH:62]=1.ClCl. (2) Reactant: [Cl:1][C:2]1[CH:7]=[CH:6][C:5]([CH:8]([O:26][CH2:27][C:28]#[CH:29])[C:9]([NH:11][CH2:12][CH2:13][C:14]2[CH:19]=[CH:18][C:17]([O:20][CH2:21][C:22]#[CH:23])=[C:16]([O:24][CH3:25])[CH:15]=2)=O)=[CH:4][CH:3]=1.C1C=CC=CC=1.COC1C=CC(P2(=S)SP(=S)(C3C=CC(OC)=CC=3)[S:45]2)=CC=1. Product: [Cl:1][C:2]1[CH:7]=[CH:6][C:5]([CH:8]([O:26][CH2:27][C:28]#[CH:29])[C:9]([NH:11][CH2:12][CH2:13][C:14]2[CH:19]=[CH:18][C:17]([O:20][CH2:21][C:22]#[CH:23])=[C:16]([O:24][CH3:25])[CH:15]=2)=[S:45])=[CH:4][CH:3]=1. The catalyst class is: 27. (3) Reactant: [C:1]([O:5][C:6]([N:8]1[CH:13]2[CH2:14][CH2:15][CH:9]1[CH:10]=[C:11](OS(C(F)(F)F)(=O)=O)[CH2:12]2)=[O:7])([CH3:4])([CH3:3])[CH3:2].[CH3:24][Sn:25]([CH3:31])([CH3:30])[Sn:25]([CH3:31])([CH3:30])[CH3:24].[Li+].[Cl-]. Product: [C:1]([O:5][C:6]([N:8]1[CH:13]2[CH2:14][CH2:15][CH:9]1[CH:10]=[C:11]([Sn:25]([CH3:31])([CH3:30])[CH3:24])[CH2:12]2)=[O:7])([CH3:4])([CH3:3])[CH3:2]. The catalyst class is: 1.